Dataset: Forward reaction prediction with 1.9M reactions from USPTO patents (1976-2016). Task: Predict the product of the given reaction. (1) Given the reactants [N+]([C:4]1[CH:5]=[C:6]([C:12]#[N:13])[C:7](=[CH:10][CH:11]=1)[C:8]#[N:9])([O-])=O.[CH2:14]([SH:22])[CH2:15][CH2:16][CH2:17][CH2:18][CH2:19][CH2:20][CH3:21].C(=O)([O-])[O-].[K+].[K+].Cl, predict the reaction product. The product is: [CH2:14]([S:22][C:4]1[CH:5]=[C:6]([C:12]#[N:13])[C:7](=[CH:10][CH:11]=1)[C:8]#[N:9])[CH2:15][CH2:16][CH2:17][CH2:18][CH2:19][CH2:20][CH3:21]. (2) Given the reactants [CH:1]1([C:6]2[CH:15]=[C:14]3[C:9]([C:10](=[O:18])[CH2:11][C:12]([CH3:17])([CH3:16])[O:13]3)=[C:8]([O:19]C)[C:7]=2[C:21](=[O:32])[C:22]2[CH:27]=[CH:26][C:25]([C:28]([F:31])([F:30])[F:29])=[CH:24][CH:23]=2)[CH2:5][CH2:4][CH2:3][CH2:2]1.ClCCl.B(Br)(Br)Br, predict the reaction product. The product is: [CH:1]1([C:6]2[CH:15]=[C:14]3[C:9]([C:10](=[O:18])[CH2:11][C:12]([CH3:16])([CH3:17])[O:13]3)=[C:8]([OH:19])[C:7]=2[C:21](=[O:32])[C:22]2[CH:27]=[CH:26][C:25]([C:28]([F:29])([F:30])[F:31])=[CH:24][CH:23]=2)[CH2:2][CH2:3][CH2:4][CH2:5]1. (3) Given the reactants [Cl:1][C:2]1[CH:3]=[CH:4][CH:5]=[C:6]2[C:11]=1[N:10]=[N:9][C:8]([C:12]1[CH:17]=[CH:16][CH:15]=[CH:14][CH:13]=1)=[C:7]2[C:18]1[CH:19]=[C:20]([NH2:24])[CH:21]=[CH:22][CH:23]=1.[CH3:25][N:26]1[C:34]2[C:29](=[CH:30][CH:31]=[CH:32][CH:33]=2)[CH:28]=[C:27]1[CH:35]=O, predict the reaction product. The product is: [Cl:1][C:2]1[CH:3]=[CH:4][CH:5]=[C:6]2[C:11]=1[N:10]=[N:9][C:8]([C:12]1[CH:13]=[CH:14][CH:15]=[CH:16][CH:17]=1)=[C:7]2[C:18]1[CH:19]=[C:20]([NH:24][CH2:35][C:27]2[N:26]([CH3:25])[C:34]3[C:29]([CH:28]=2)=[CH:30][CH:31]=[CH:32][CH:33]=3)[CH:21]=[CH:22][CH:23]=1.